Dataset: Peptide-MHC class I binding affinity with 185,985 pairs from IEDB/IMGT. Task: Regression. Given a peptide amino acid sequence and an MHC pseudo amino acid sequence, predict their binding affinity value. This is MHC class I binding data. (1) The peptide sequence is QTFSVLACY. The MHC is HLA-A29:02 with pseudo-sequence HLA-A29:02. The binding affinity (normalized) is 1.00. (2) The peptide sequence is SIKFKRKLM. The MHC is HLA-A31:01 with pseudo-sequence HLA-A31:01. The binding affinity (normalized) is 0.0847. (3) The peptide sequence is FHERGYVKL. The MHC is HLA-B44:02 with pseudo-sequence HLA-B44:02. The binding affinity (normalized) is 0.0847. (4) The peptide sequence is WMSSEGAWKQ. The MHC is HLA-B58:01 with pseudo-sequence HLA-B58:01. The binding affinity (normalized) is 0.172. (5) The peptide sequence is CYWPLNDYGF. The MHC is HLA-A30:02 with pseudo-sequence HLA-A30:02. The binding affinity (normalized) is 0.255. (6) The peptide sequence is FLGFLATAG. The MHC is Mamu-A2601 with pseudo-sequence Mamu-A2601. The binding affinity (normalized) is 0.569. (7) The peptide sequence is ALVLLMLPVV. The MHC is HLA-A02:01 with pseudo-sequence HLA-A02:01. The binding affinity (normalized) is 0.823. (8) The peptide sequence is KYLFSPNML. The MHC is HLA-A31:01 with pseudo-sequence HLA-A31:01. The binding affinity (normalized) is 0.242. (9) The peptide sequence is LSAIPPSRSM. The MHC is Mamu-A01 with pseudo-sequence Mamu-A01. The binding affinity (normalized) is 0.556. (10) The peptide sequence is VHKPGPITL. The MHC is Mamu-A07 with pseudo-sequence Mamu-A07. The binding affinity (normalized) is 0.519.